From a dataset of Reaction yield outcomes from USPTO patents with 853,638 reactions. Predict the reaction yield, written as a fraction of the theoretical maximum amount of product (1.0 means a 100% yield; for example, 0.34 means a 34% yield). (1) The reactants are [CH3:1][O:2][CH2:3][CH2:4][N:5]1[CH2:9][C@@H:8]([C:10]2[O:14][CH:13]=[N:12][CH:11]=2)[C@H:7]([NH:15]C(=O)OCC2C=CC=CC=2)[CH2:6]1.CCO.[C:29]([OH:35])([C:31]([F:34])([F:33])[F:32])=[O:30]. No catalyst specified. The product is [F:32][C:31]([F:34])([F:33])[C:29]([OH:35])=[O:30].[F:32][C:31]([F:34])([F:33])[C:29]([OH:35])=[O:30].[CH3:1][O:2][CH2:3][CH2:4][N:5]1[CH2:9][C@@H:8]([C:10]2[O:14][CH:13]=[N:12][CH:11]=2)[C@H:7]([NH2:15])[CH2:6]1. The yield is 1.86. (2) The reactants are [NH2:1][C:2]1[CH:3]=[C:4]([O:23][CH2:24][CH2:25][O:26][CH3:27])[CH:5]=[C:6]2[C:10]=1[N:9]([C:11]([O:13][C:14]([CH3:17])([CH3:16])[CH3:15])=[O:12])[CH:8]([C:18]([O:20][CH2:21][CH3:22])=[O:19])[CH2:7]2.C(O[C:31]1(O[Si](C)(C)C)[CH2:33][CH2:32]1)C.C(O)(=O)C.C([BH3-])#N.[Na+]. The catalyst is C(O)C. The product is [CH:31]1([NH:1][C:2]2[CH:3]=[C:4]([O:23][CH2:24][CH2:25][O:26][CH3:27])[CH:5]=[C:6]3[C:10]=2[N:9]([C:11]([O:13][C:14]([CH3:16])([CH3:15])[CH3:17])=[O:12])[CH:8]([C:18]([O:20][CH2:21][CH3:22])=[O:19])[CH2:7]3)[CH2:33][CH2:32]1. The yield is 0.750. (3) The reactants are [NH2:1][CH2:2][C:3]1[CH:8]=[C:7]([O:9][C:10]2[CH:15]=[CH:14][C:13]([NH:16][C:17]3[CH:22]=[C:21]([C:23]4[CH:28]=[CH:27][CH:26]=[CH:25][CH:24]=4)[N:20]=[C:19]([NH2:29])[N:18]=3)=[CH:12][CH:11]=2)[CH:6]=[CH:5][N:4]=1.[F:30][C:31]1[CH:39]=[CH:38][C:34]([C:35](Cl)=[O:36])=[CH:33][CH:32]=1. The catalyst is C1COCC1. The product is [NH2:29][C:19]1[N:18]=[C:17]([NH:16][C:13]2[CH:12]=[CH:11][C:10]([O:9][C:7]3[CH:6]=[CH:5][N:4]=[C:3]([CH2:2][NH:1][C:35](=[O:36])[C:34]4[CH:38]=[CH:39][C:31]([F:30])=[CH:32][CH:33]=4)[CH:8]=3)=[CH:15][CH:14]=2)[CH:22]=[C:21]([C:23]2[CH:28]=[CH:27][CH:26]=[CH:25][CH:24]=2)[N:20]=1. The yield is 0.580. (4) The reactants are [O:1]=[C:2]([C:26]1[CH:31]=[CH:30][C:29]([C:32]([CH3:36])([CH3:35])[CH2:33][OH:34])=[CH:28][CH:27]=1)[CH2:3][CH2:4][CH2:5][N:6]1[CH2:11][CH2:10][CH:9]([C:12]([OH:25])([C:19]2[CH:24]=[CH:23][CH:22]=[CH:21][CH:20]=2)[C:13]2[CH:18]=[CH:17][CH:16]=[CH:15][CH:14]=2)[CH2:8][CH2:7]1.[BH4-].[Na+].Cl. The catalyst is CO.O. The product is [OH:1][CH:2]([C:26]1[CH:27]=[CH:28][C:29]([C:32]([CH3:36])([CH3:35])[CH2:33][OH:34])=[CH:30][CH:31]=1)[CH2:3][CH2:4][CH2:5][N:6]1[CH2:11][CH2:10][CH:9]([C:12]([OH:25])([C:13]2[CH:14]=[CH:15][CH:16]=[CH:17][CH:18]=2)[C:19]2[CH:24]=[CH:23][CH:22]=[CH:21][CH:20]=2)[CH2:8][CH2:7]1. The yield is 0.790.